This data is from Catalyst prediction with 721,799 reactions and 888 catalyst types from USPTO. The task is: Predict which catalyst facilitates the given reaction. (1) Reactant: [CH2:1]([C:3]1[C:11]2[C:10]([NH2:12])=[CH:9][CH:8]=[CH:7][C:6]=2[N:5]([CH2:13][C:14]2[CH:19]=[CH:18][CH:17]=[C:16]([CH3:20])[N:15]=2)[N:4]=1)[CH3:2].[Li+].C[Si]([N-][Si](C)(C)C)(C)C.[CH3:31][N:32]1[CH2:37][CH2:36][N:35]([CH2:38][CH2:39][O:40][C:41]2[CH:46]=[CH:45][N:44]3[C:47]([C:50](OCC)=[O:51])=[CH:48][N:49]=[C:43]3[CH:42]=2)[CH2:34][CH2:33]1.[Cl-].[NH4+]. Product: [CH2:1]([C:3]1[C:11]2[C:6](=[CH:7][CH:8]=[CH:9][C:10]=2[NH:12][C:50]([C:47]2[N:44]3[CH:45]=[CH:46][C:41]([O:40][CH2:39][CH2:38][N:35]4[CH2:36][CH2:37][N:32]([CH3:31])[CH2:33][CH2:34]4)=[CH:42][C:43]3=[N:49][CH:48]=2)=[O:51])[N:5]([CH2:13][C:14]2[CH:19]=[CH:18][CH:17]=[C:16]([CH3:20])[N:15]=2)[N:4]=1)[CH3:2]. The catalyst class is: 1. (2) Reactant: [CH:1]([N:14]1[CH2:17][CH:16]([OH:18])[CH2:15]1)([C:8]1[CH:13]=[CH:12][CH:11]=[CH:10][CH:9]=1)[C:2]1[CH:7]=[CH:6][CH:5]=[CH:4][CH:3]=1.C1(C)C=CC(S(O)(=O)=O)=CC=1.[Cl:30][C:31]1[CH:45]=[CH:44][C:34]([CH:35](O)[C:36]2[CH:41]=[CH:40][C:39]([Cl:42])=[CH:38][CH:37]=2)=[CH:33][CH:32]=1. Product: [CH:1]([N:14]1[CH2:17][CH:16]([O:18][CH:35]([C:34]2[CH:44]=[CH:45][C:31]([Cl:30])=[CH:32][CH:33]=2)[C:36]2[CH:37]=[CH:38][C:39]([Cl:42])=[CH:40][CH:41]=2)[CH2:15]1)([C:8]1[CH:13]=[CH:12][CH:11]=[CH:10][CH:9]=1)[C:2]1[CH:3]=[CH:4][CH:5]=[CH:6][CH:7]=1. The catalyst class is: 11. (3) Reactant: [Cl:1][C:2]1[CH:3]=[C:4]([C@@:9]23[CH2:14][CH:13]2[CH2:12][O:11][C:10]3=[O:15])[CH:5]=[CH:6][C:7]=1[Cl:8].ClCCl. Product: [Cl:1][C:2]1[CH:3]=[C:4]([C@@:9]2([CH2:10][OH:15])[CH2:14][CH:13]2[CH2:12][OH:11])[CH:5]=[CH:6][C:7]=1[Cl:8]. The catalyst class is: 7. (4) Reactant: Cl.[CH3:2][S:3]([N:6]1[CH2:11][CH2:10][CH:9]([C@@H:12]2[CH2:16][NH:15][C@H:14]([C:17]3[NH:18][C:19]([C:22]4[CH:27]=[CH:26][C:25]([NH:28][C:29](=[O:32])[O:30][CH3:31])=[CH:24][CH:23]=4)=[CH:20][N:21]=3)[CH2:13]2)[CH2:8][CH2:7]1)(=[O:5])=[O:4].ON1C2N=CC=CC=2N=N1.CN1CCOCC1.Cl.C(N=C=NCCCN(C)C)C.[CH3:62][C:63]([O:66][C:67]([NH:69][C:70]([N:79]1[CH2:84][CH2:83][CH:82]([C:85](O)=[O:86])[CH2:81][CH2:80]1)=[N:71][C:72]([O:74][C:75]([CH3:78])([CH3:77])[CH3:76])=[O:73])=[O:68])([CH3:65])[CH3:64]. Product: [CH3:78][C:75]([O:74][C:72](=[O:73])[NH:71][C:70]([N:79]1[CH2:80][CH2:81][CH:82]([C:85]([N:15]2[CH2:16][C@@H:12]([CH:9]3[CH2:8][CH2:7][N:6]([S:3]([CH3:2])(=[O:4])=[O:5])[CH2:11][CH2:10]3)[CH2:13][C@H:14]2[C:17]2[NH:18][C:19]([C:22]3[CH:23]=[CH:24][C:25]([NH:28][C:29]([O:30][CH3:31])=[O:32])=[CH:26][CH:27]=3)=[CH:20][N:21]=2)=[O:86])[CH2:83][CH2:84]1)=[N:69][C:67](=[O:68])[O:66][C:63]([CH3:62])([CH3:64])[CH3:65])([CH3:76])[CH3:77]. The catalyst class is: 120.